Dataset: Catalyst prediction with 721,799 reactions and 888 catalyst types from USPTO. Task: Predict which catalyst facilitates the given reaction. (1) Reactant: [F:1][C:2]1[CH:10]=[C:9]2[C:5]([C:6]([CH3:28])=[CH:7][N:8]2[S:11]([C:14]2[CH:19]=[CH:18][C:17]([O:20][CH3:21])=[C:16]([N:22]3[CH2:27][CH2:26][NH:25][CH2:24][CH2:23]3)[CH:15]=2)(=[O:13])=[O:12])=[CH:4][CH:3]=1.[C:29]([BH3-])#N.[Na+].C=O. Product: [F:1][C:2]1[CH:10]=[C:9]2[C:5]([C:6]([CH3:28])=[CH:7][N:8]2[S:11]([C:14]2[CH:19]=[CH:18][C:17]([O:20][CH3:21])=[C:16]([N:22]3[CH2:23][CH2:24][N:25]([CH3:29])[CH2:26][CH2:27]3)[CH:15]=2)(=[O:13])=[O:12])=[CH:4][CH:3]=1. The catalyst class is: 5. (2) Reactant: C(=O)([O-])[O-].[K+].[K+].Cl[C:8]1[N:13]=[CH:12][C:11]([C:14]#[N:15])=[CH:10][CH:9]=1.[F:16][C:17]([F:24])([F:23])[C:18]1[N:22]=[CH:21][NH:20][N:19]=1. Product: [F:16][C:17]([F:24])([F:23])[C:18]1[N:22]=[CH:21][N:20]([C:8]2[N:13]=[CH:12][C:11]([C:14]#[N:15])=[CH:10][CH:9]=2)[N:19]=1. The catalyst class is: 16. (3) Reactant: [Cl:1][C:2]1[C:3]([O:17][CH:18]([F:20])[F:19])=[C:4]([C:13](OC)=[O:14])[C:5]2[O:9][C:8]([CH2:10][CH3:11])=[CH:7][C:6]=2[CH:12]=1.[H-].[H-].[H-].[H-].[Li+].[Al+3]. Product: [Cl:1][C:2]1[C:3]([O:17][CH:18]([F:19])[F:20])=[C:4]([CH2:13][OH:14])[C:5]2[O:9][C:8]([CH2:10][CH3:11])=[CH:7][C:6]=2[CH:12]=1.[F:20][CH:18]([F:19])[O:17][C:3]1[CH:2]=[CH:12][C:6]2[CH:7]=[C:8]([CH2:10][CH3:11])[O:9][C:5]=2[C:4]=1[CH2:13][OH:14]. The catalyst class is: 7.